Dataset: hERG Central: cardiac toxicity at 1µM, 10µM, and general inhibition. Task: Predict hERG channel inhibition at various concentrations. (1) The drug is C=CCOC(=O)C1=C[C@H](c2ccc(Br)cc2)[C@@H](CCCO)[C@H](OCC)O1. Results: hERG_inhib (hERG inhibition (general)): blocker. (2) The molecule is COc1ccc2c(c1OC)C(=O)OC2c1c(O)n(C2CCCCC2)c(=O)[nH]c1=O. Results: hERG_inhib (hERG inhibition (general)): blocker. (3) The drug is CCc1ccc(CN2CCN(Cc3ccc(SC)cc3)CC2)cc1.O=C(O)C(=O)O. Results: hERG_inhib (hERG inhibition (general)): blocker. (4) The compound is O=C(CCCCCN1C(=O)[C@@H]2Cc3ccccc3CN2C1=O)Nc1cccc(F)c1. Results: hERG_inhib (hERG inhibition (general)): blocker. (5) The compound is COc1ccc2nc(C)cc(Nc3ccc(N4CCOCC4)cc3)c2c1.Cl. Results: hERG_inhib (hERG inhibition (general)): blocker. (6) The molecule is CN1CCN(c2ccc(Cl)cc2NC(=O)/C=C/c2ccc(F)cc2)CC1. Results: hERG_inhib (hERG inhibition (general)): blocker. (7) The compound is CN(CCCNC(=O)CSc1cc(=O)n(C)c2ccc(Cl)cc12)Cc1ccccc1. Results: hERG_inhib (hERG inhibition (general)): blocker.